This data is from Forward reaction prediction with 1.9M reactions from USPTO patents (1976-2016). The task is: Predict the product of the given reaction. Given the reactants CC(OC([NH:8][C:9]1[C:10]([C:19]([NH:21][CH:22]([C@H:27]2[CH2:32][CH2:31][C@@H:30]([C:33]([F:36])([F:35])[F:34])[CH2:29][CH2:28]2)[C:23]([O:25][CH3:26])=[O:24])=[O:20])=[CH:11][C:12]2[C:17]([CH:18]=1)=[CH:16][CH:15]=[CH:14][CH:13]=2)=O)(C)C.[ClH:37], predict the reaction product. The product is: [ClH:37].[NH2:8][C:9]1[C:10]([C:19]([NH:21][CH:22]([C@H:27]2[CH2:32][CH2:31][C@@H:30]([C:33]([F:34])([F:35])[F:36])[CH2:29][CH2:28]2)[C:23]([O:25][CH3:26])=[O:24])=[O:20])=[CH:11][C:12]2[C:17]([CH:18]=1)=[CH:16][CH:15]=[CH:14][CH:13]=2.